Dataset: Full USPTO retrosynthesis dataset with 1.9M reactions from patents (1976-2016). Task: Predict the reactants needed to synthesize the given product. (1) Given the product [CH2:1]([O:3][C:4]([N:6]1[C:15]2[C:10](=[N:11][C:12]([O:16][CH3:17])=[CH:13][CH:14]=2)[C@@H:9]([NH:18][C:19]2[N:24]=[C:23]([CH2:25][C:26]3[CH:27]=[C:28]([C:36]([F:37])([F:38])[F:39])[CH:29]=[C:30]([C:32]([F:35])([F:33])[F:34])[CH:31]=3)[C:22]([N:40]3[CH2:45][CH2:44][CH:43]([CH2:46][OH:47])[CH2:42][CH2:41]3)=[CH:21][N:20]=2)[CH2:8][C@H:7]1[CH2:51][CH3:52])=[O:5])[CH3:2], predict the reactants needed to synthesize it. The reactants are: [CH2:1]([O:3][C:4]([N:6]1[C:15]2[C:10](=[N:11][C:12]([O:16][CH3:17])=[CH:13][CH:14]=2)[C@@H:9]([NH:18][C:19]2[N:24]=[C:23]([CH2:25][C:26]3[CH:31]=[C:30]([C:32]([F:35])([F:34])[F:33])[CH:29]=[C:28]([C:36]([F:39])([F:38])[F:37])[CH:27]=3)[C:22]([N:40]3[CH2:45][CH2:44][CH:43]([C:46](OCC)=[O:47])[CH2:42][CH2:41]3)=[CH:21][N:20]=2)[CH2:8][C@H:7]1[CH2:51][CH3:52])=[O:5])[CH3:2].[H-].C([Al+]CC(C)C)C(C)C.[Cl-].[NH4+]. (2) Given the product [NH2:1][C:2]1[N:7]=[C:6]([C:8]2[C:9]([C:22]3[CH:23]=[C:24]([NH:28][C:29]([NH:31][C:32]4[CH:37]=[CH:36][C:35]([C:38]([F:39])([F:40])[F:41])=[CH:34][CH:33]=4)=[O:30])[CH:25]=[CH:26][CH:27]=3)=[N:10][NH:11][CH:12]=2)[CH:5]=[CH:4][N:3]=1, predict the reactants needed to synthesize it. The reactants are: [NH2:1][C:2]1[N:7]=[C:6]([C:8]2[C:9]([C:22]3[CH:23]=[C:24]([NH:28][C:29]([NH:31][C:32]4[CH:37]=[CH:36][C:35]([C:38]([F:41])([F:40])[F:39])=[CH:34][CH:33]=4)=[O:30])[CH:25]=[CH:26][CH:27]=3)=[N:10][N:11](CC3C=CC(OC)=CC=3)[CH:12]=2)[CH:5]=[CH:4][N:3]=1.